Dataset: Full USPTO retrosynthesis dataset with 1.9M reactions from patents (1976-2016). Task: Predict the reactants needed to synthesize the given product. (1) Given the product [Cl:1][C:2]1[N:3]=[C:4]([C:24]2[CH:25]=[CH:26][C:27]([CH3:29])=[CH:28][C:23]=2[CH3:22])[C:5]2[C:10]([C:11]#[N:12])=[CH:9][N:8]([CH2:13][O:14][CH2:15][CH2:16][Si:17]([CH3:20])([CH3:19])[CH3:18])[C:6]=2[N:7]=1, predict the reactants needed to synthesize it. The reactants are: [Cl:1][C:2]1[N:3]=[C:4](Cl)[C:5]2[C:10]([C:11]#[N:12])=[CH:9][N:8]([CH2:13][O:14][CH2:15][CH2:16][Si:17]([CH3:20])([CH3:19])[CH3:18])[C:6]=2[N:7]=1.[CH3:22][C:23]1[CH:28]=[C:27]([CH3:29])[CH:26]=[CH:25][C:24]=1B(O)O.C([O-])([O-])=O.[K+].[K+]. (2) Given the product [CH2:1]([NH:3][C:4]([C:6]1[C:14]2[C:9](=[N:10][CH:11]=[C:12]([O:55][C:50]3[CH:51]=[CH:52][CH:53]=[CH:54][C:49]=3[CH3:48])[N:13]=2)[NH:8][CH:7]=1)=[O:5])[CH3:2], predict the reactants needed to synthesize it. The reactants are: [CH2:1]([NH:3][C:4]([C:6]1[C:14]2[C:9](=[N:10][CH:11]=[C:12](Br)[N:13]=2)[N:8](COCC[Si](C)(C)C)[CH:7]=1)=[O:5])[CH3:2].C(NC(C1C2C(=NC=C(Br)N=2)N(COCC[Si](C)(C)C)C=1)=O)(C)C.[CH3:48][C:49]1[CH:54]=[CH:53][CH:52]=[CH:51][C:50]=1[OH:55].C(C1C=C(O)C=CC=1)#N.